Dataset: Full USPTO retrosynthesis dataset with 1.9M reactions from patents (1976-2016). Task: Predict the reactants needed to synthesize the given product. The reactants are: Br[C:2]1[CH:23]=[C:22]([O:24][CH3:25])[C:5]2[N:6]([CH2:18][CH2:19][O:20][CH3:21])[C:7]([C:9]3[CH:14]=[CH:13][C:12]([CH:15]([CH3:17])[CH3:16])=[CH:11][CH:10]=3)=[N:8][C:4]=2[CH:3]=1.[CH3:26][N:27](C=O)C. Given the product [CH:15]([C:12]1[CH:11]=[CH:10][C:9]([C:7]2[N:6]([CH2:18][CH2:19][O:20][CH3:21])[C:5]3[C:22]([O:24][CH3:25])=[CH:23][C:2]([C:26]#[N:27])=[CH:3][C:4]=3[N:8]=2)=[CH:14][CH:13]=1)([CH3:17])[CH3:16], predict the reactants needed to synthesize it.